Dataset: Peptide-MHC class I binding affinity with 185,985 pairs from IEDB/IMGT. Task: Regression. Given a peptide amino acid sequence and an MHC pseudo amino acid sequence, predict their binding affinity value. This is MHC class I binding data. The peptide sequence is YCLERWMLV. The MHC is HLA-A68:02 with pseudo-sequence HLA-A68:02. The binding affinity (normalized) is 0.638.